Dataset: HIV replication inhibition screening data with 41,000+ compounds from the AIDS Antiviral Screen. Task: Binary Classification. Given a drug SMILES string, predict its activity (active/inactive) in a high-throughput screening assay against a specified biological target. The compound is CN1CC(=Cc2ccc(N(C)C)cc2)C(=O)C(=Cc2ccc(N(C)C)cc2)C1. The result is 0 (inactive).